From a dataset of Cav3 T-type calcium channel HTS with 100,875 compounds. Binary Classification. Given a drug SMILES string, predict its activity (active/inactive) in a high-throughput screening assay against a specified biological target. The molecule is Clc1c(c(N2C(C(N3C(=O)c4c(C3=O)cccc4[N+]([O-])=O)C2=O)c2sccc2)ccc1)C. The result is 0 (inactive).